This data is from Forward reaction prediction with 1.9M reactions from USPTO patents (1976-2016). The task is: Predict the product of the given reaction. (1) Given the reactants [C:1](P(C(C)(C)C)C(C)(C)C)(C)(C)[CH3:2].[C:14]1([NH:20][C:21]2[CH:41]=[CH:40][C:24]3[O:25][C:26]4[C:32]([NH:33][C:34]5[CH:39]=[CH:38][CH:37]=[CH:36][CH:35]=5)=[CH:31][CH:30]=[CH:29][C:27]=4[O:28][C:23]=3[CH:22]=2)[CH:19]=[CH:18][CH:17]=[CH:16][CH:15]=1.Br[C:43]1[C:52]2[C:47](=[CH:48][CH:49]=[CH:50][CH:51]=2)[CH:46]=[CH:45][CH:44]=1.CC(C)([O-])C.[Na+].[C:59]1([CH3:66])[C:60]([CH3:65])=[CH:61][CH:62]=[CH:63][CH:64]=1, predict the reaction product. The product is: [C:43]1([N:20]([C:14]2[CH:19]=[CH:18][CH:17]=[CH:16][CH:15]=2)[C:21]2[CH:41]=[CH:40][C:24]3[O:25][C:26]4[C:32]([N:33]([C:65]5[C:60]6[C:59](=[CH:64][CH:63]=[CH:62][CH:61]=6)[CH:66]=[CH:2][CH:1]=5)[C:34]5[CH:35]=[CH:36][CH:37]=[CH:38][CH:39]=5)=[CH:31][CH:30]=[CH:29][C:27]=4[O:28][C:23]=3[CH:22]=2)[C:52]2[C:47](=[CH:48][CH:49]=[CH:50][CH:51]=2)[CH:46]=[CH:45][CH:44]=1. (2) Given the reactants [F:1][C:2]1[CH:30]=[CH:29][C:5]([CH2:6][C:7]2[NH:8][C:9]([C:22]3[CH:27]=[CH:26][CH:25]=[C:24]([CH3:28])[N:23]=3)=[C:10]([C:12]3[CH:13]=[C:14]4[C:19](=[CH:20][CH:21]=3)[N:18]=[CH:17][CH:16]=[CH:15]4)[N:11]=2)=[CH:4][C:3]=1[N+:31]([O-])=O.C([O-])=O.[NH4+], predict the reaction product. The product is: [F:1][C:2]1[CH:30]=[CH:29][C:5]([CH2:6][C:7]2[NH:8][C:9]([C:22]3[CH:27]=[CH:26][CH:25]=[C:24]([CH3:28])[N:23]=3)=[C:10]([C:12]3[CH:13]=[C:14]4[C:19](=[CH:20][CH:21]=3)[N:18]=[CH:17][CH:16]=[CH:15]4)[N:11]=2)=[CH:4][C:3]=1[NH2:31]. (3) The product is: [OH:24][CH2:23][C:19]1[CH:18]=[C:17]([C:13]2[C:12]([CH3:25])=[CH:11][C:10]([O:9][CH2:8][C:2]3([OH:1])[CH2:7][CH2:6][S:5][CH2:4][CH2:3]3)=[CH:15][C:14]=2[CH3:16])[CH:22]=[CH:21][CH:20]=1. Given the reactants [OH:1][C:2]1([CH2:8][O:9][C:10]2[CH:15]=[C:14]([CH3:16])[C:13]([C:17]3[CH:22]=[CH:21][CH:20]=[C:19]([CH:23]=[O:24])[CH:18]=3)=[C:12]([CH3:25])[CH:11]=2)[CH2:7][CH2:6][S:5][CH2:4][CH2:3]1.O1CCCC1.[BH4-].[Na+], predict the reaction product. (4) The product is: [CH3:20][C:14]1([CH3:21])[C:13](=[O:22])[CH:12]([CH3:23])[NH:11][C:15]1=[O:16]. Given the reactants C(OC([NH:11][CH:12]([CH3:23])[C:13](=[O:22])[C:14]([CH3:21])([CH3:20])[C:15](OCC)=[O:16])=O)C1C=CC=CC=1, predict the reaction product. (5) Given the reactants [Cl:1][C:2]1[CH:34]=[CH:33][CH:32]=[CH:31][C:3]=1[C:4]([NH:6][C:7](=[O:30])[NH:8][C:9]1[S:10][C:11]2[CH:17]=[C:16]([S:18]([CH2:21][CH2:22][N:23]3CCCO[CH2:25][CH2:24]3)(=[O:20])=[O:19])[CH:15]=[CH:14][C:12]=2[N:13]=1)=[O:5].[Cl:35][C:36]1[CH:44]=[CH:43][C:42]([F:45])=[CH:41][C:37]=1[C:38]([NH2:40])=[O:39].[CH3:46][N:47]([CH3:53])[CH:48]1[CH2:52][CH2:51][NH:50][CH2:49]1, predict the reaction product. The product is: [Cl:1][C:2]1[CH:34]=[CH:33][CH:32]=[CH:31][C:3]=1[C:4]([NH:6][C:7](=[O:30])[NH:8][C:9]1[S:10][C:11]2[CH:17]=[C:16]([S:18]([CH2:21][CH2:22][NH:23][CH2:24][CH2:25][F:45])(=[O:20])=[O:19])[CH:15]=[CH:14][C:12]=2[N:13]=1)=[O:5].[Cl:35][C:36]1[CH:44]=[CH:43][C:42]([N:50]2[CH2:51][CH2:52][CH:48]([N:47]([CH3:53])[CH3:46])[CH2:49]2)=[CH:41][C:37]=1[C:38]([NH2:40])=[O:39]. (6) Given the reactants [Cl:1][C:2]1[CH:7]=[CH:6][C:5]([NH2:8])=[C:4]([CH3:9])[CH:3]=1.Br[C:11]1[CH:16]=[CH:15][C:14]([C:17]([C:19]2[CH:24]=[C:23]([OH:25])[CH:22]=[CH:21][C:20]=2[F:26])=[O:18])=[C:13]([Cl:27])[CH:12]=1.C1C=CC(P(C2C=CC3C(=CC=CC=3)C=2C2C3C(=CC=CC=3)C=CC=2P(C2C=CC=CC=2)C2C=CC=CC=2)C2C=CC=CC=2)=CC=1.C([O-])([O-])=O.[Cs+].[Cs+], predict the reaction product. The product is: [Cl:27][C:13]1[CH:12]=[C:11]([NH:8][C:5]2[CH:6]=[CH:7][C:2]([Cl:1])=[CH:3][C:4]=2[CH3:9])[CH:16]=[CH:15][C:14]=1[C:17]([C:19]1[CH:24]=[C:23]([OH:25])[CH:22]=[CH:21][C:20]=1[F:26])=[O:18].